From a dataset of Reaction yield outcomes from USPTO patents with 853,638 reactions. Predict the reaction yield, written as a fraction of the theoretical maximum amount of product (1.0 means a 100% yield; for example, 0.34 means a 34% yield). (1) The reactants are [CH2:1]([CH:8]([C:22](=[O:34])[CH:23]=[CH:24][C:25]1[CH:30]=[CH:29][C:28]([OH:31])=[C:27]([O:32][CH3:33])[CH:26]=1)[C:9](=[O:21])[CH:10]=[CH:11][C:12]1[CH:17]=[CH:16][C:15]([OH:18])=[C:14]([O:19][CH3:20])[CH:13]=1)[C:2]1[CH:7]=[CH:6][CH:5]=[CH:4][CH:3]=1. The catalyst is [Pd].C(OCC)(=O)C. The product is [CH2:1]([CH:8]([C:9](=[O:21])[CH2:10][CH2:11][C:12]1[CH:17]=[CH:16][C:15]([OH:18])=[C:14]([O:19][CH3:20])[CH:13]=1)[C:22](=[O:34])[CH2:23][CH2:24][C:25]1[CH:30]=[CH:29][C:28]([OH:31])=[C:27]([O:32][CH3:33])[CH:26]=1)[C:2]1[CH:7]=[CH:6][CH:5]=[CH:4][CH:3]=1. The yield is 0.480. (2) The reactants are N[C:2]1[CH:3]=[CH:4][C:5]([C:8]2[N:12]([C:13]3[CH:14]=[N:15][CH:16]=[CH:17][CH:18]=3)[N:11]=[C:10]([C:19]([O:21][CH2:22][CH3:23])=[O:20])[CH:9]=2)=[N:6][CH:7]=1.[F:24][B-](F)(F)F.[H+].N(OCC)=O.C(OCC)C. The catalyst is C(O)C. The product is [F:24][C:2]1[CH:3]=[CH:4][C:5]([C:8]2[N:12]([C:13]3[CH:14]=[N:15][CH:16]=[CH:17][CH:18]=3)[N:11]=[C:10]([C:19]([O:21][CH2:22][CH3:23])=[O:20])[CH:9]=2)=[N:6][CH:7]=1. The yield is 0.460. (3) The reactants are [Br:1][C:2]1[CH:3]=[CH:4][C:5]([CH2:18][O:19][Si:20]([CH:27]([CH3:29])[CH3:28])([CH:24]([CH3:26])[CH3:25])[CH:21]([CH3:23])[CH3:22])=[C:6]([CH:8]([C:10]2[CH:15]=[CH:14][C:13]([CH2:16][CH3:17])=[CH:12][CH:11]=2)[OH:9])[CH:7]=1.N1C(C)=CC=CC=1C.[Si:38](OS(C(F)(F)F)(=O)=O)([CH:45]([CH3:47])[CH3:46])([CH:42]([CH3:44])[CH3:43])[CH:39]([CH3:41])[CH3:40]. The catalyst is ClCCl. The product is [Br:1][C:2]1[CH:3]=[CH:4][C:5]([CH2:18][O:19][Si:20]([CH:21]([CH3:22])[CH3:23])([CH:27]([CH3:28])[CH3:29])[CH:24]([CH3:26])[CH3:25])=[C:6]([CH:8]([C:10]2[CH:15]=[CH:14][C:13]([CH2:16][CH3:17])=[CH:12][CH:11]=2)[O:9][Si:38]([CH:45]([CH3:47])[CH3:46])([CH:42]([CH3:44])[CH3:43])[CH:39]([CH3:41])[CH3:40])[CH:7]=1. The yield is 0.970. (4) The reactants are [CH2:1]([C:5]1[N:9]([CH2:10][C:11]2[CH:16]=[CH:15][C:14]([C:17]3[CH:22]=[CH:21][CH:20]=[CH:19][C:18]=3[C:23]#[N:24])=[CH:13][CH:12]=2)[C:8](=[O:25])[C:7]2([CH2:29][CH2:28][CH2:27][CH2:26]2)[N:6]=1)[CH2:2][CH2:3][CH3:4].[N-:30]=[N+:31]=[N-:32].[Na+].Cl.Cl.N1CCNCC1.[OH-].[Na+]. The catalyst is CN(C)C=O.O. The product is [CH3:4][CH2:3][CH2:2][CH2:1][C:5]1[N:9]([CH2:10][C:11]2[CH:16]=[CH:15][C:14]([C:17]3[CH:22]=[CH:21][CH:20]=[CH:19][C:18]=3[C:23]3[N:32]=[N:31][NH:30][N:24]=3)=[CH:13][CH:12]=2)[C:8](=[O:25])[C:7]2([CH2:26][CH2:27][CH2:28][CH2:29]2)[N:6]=1. The yield is 0.980. (5) The reactants are Br[C:2]1[CH:3]=[C:4]([S:9]([NH:12][C:13]2[CH:22]=[CH:21][C:16]([C:17]([O:19][CH3:20])=[O:18])=[C:15]([OH:23])[CH:14]=2)(=[O:11])=[O:10])[CH:5]=[N:6][C:7]=1[Cl:8].[F:24][C:25]1[CH:26]=[C:27](B(O)O)[CH:28]=[CH:29][CH:30]=1. No catalyst specified. The product is [Cl:8][C:7]1[N:6]=[CH:5][C:4]([S:9]([NH:12][C:13]2[CH:22]=[CH:21][C:16]([C:17]([O:19][CH3:20])=[O:18])=[C:15]([OH:23])[CH:14]=2)(=[O:11])=[O:10])=[CH:3][C:2]=1[C:29]1[CH:28]=[CH:27][CH:26]=[C:25]([F:24])[CH:30]=1. The yield is 0.290. (6) The reactants are [Cl:1][C:2]1[N:10]=[C:9]2[C:5]([N:6]=[C:7]([CH:12]=O)[N:8]2[CH3:11])=[C:4]([N:14]2[CH2:19][CH2:18][O:17][CH2:16][CH2:15]2)[N:3]=1.[NH:20]1[CH2:23][CH:22]([N:24]2[CH2:29][CH2:28][O:27][CH2:26][CH2:25]2)[CH2:21]1.C(O[BH-](OC(=O)C)OC(=O)C)(=O)C.[Na+]. The catalyst is ClCCCl. The product is [Cl:1][C:2]1[N:10]=[C:9]2[C:5]([N:6]=[C:7]([CH2:12][N:20]3[CH2:23][CH:22]([N:24]4[CH2:29][CH2:28][O:27][CH2:26][CH2:25]4)[CH2:21]3)[N:8]2[CH3:11])=[C:4]([N:14]2[CH2:19][CH2:18][O:17][CH2:16][CH2:15]2)[N:3]=1. The yield is 0.490. (7) The reactants are Br[C:2]1[CH:7]=[CH:6][C:5]([N+:8]([O-:10])=[O:9])=[CH:4][C:3]=1[N:11]([CH2:15][C:16]([CH3:18])=[CH2:17])[C:12](=[O:14])[CH3:13].C([O-])=O.[Na+].C([O-])(=O)C.[Na+]. The catalyst is O.[Cl-].C([N+](CC)(CC)CC)C.CN(C=O)C.C([O-])(=O)C.[Pd+2].C([O-])(=O)C. The product is [CH3:17][C:16]1([CH3:18])[C:2]2[C:3](=[CH:4][C:5]([N+:8]([O-:10])=[O:9])=[CH:6][CH:7]=2)[N:11]([C:12](=[O:14])[CH3:13])[CH2:15]1. The yield is 0.880. (8) The reactants are ClC1C=C(C=CC=1)C([O-])=O.[Br:11][C:12]1[CH:13]=[C:14]2[CH:21]=[CH:20][NH:19][C:15]2=[N+:16]([OH:18])[CH:17]=1.C(=O)(O)[O-].[Na+]. The catalyst is O. The product is [Br:11][C:12]1[CH:13]=[C:14]2[CH:21]=[CH:20][NH:19][C:15]2=[N+:16]([O-:18])[CH:17]=1. The yield is 0.710.